This data is from Reaction yield outcomes from USPTO patents with 853,638 reactions. The task is: Predict the reaction yield, written as a fraction of the theoretical maximum amount of product (1.0 means a 100% yield; for example, 0.34 means a 34% yield). (1) The yield is 0.723. The product is [CH2:1]([N:3]([CH2:8][CH3:9])[CH2:4][CH2:5][CH2:6][NH:7][CH3:11])[CH3:2]. The reactants are [CH2:1]([N:3]([CH2:8][CH3:9])[CH2:4][CH2:5][CH2:6][NH2:7])[CH3:2].Cl[C:11](OC)=O.C(=O)([O-])O.[Na+].[H-].[Al+3].[Li+].[H-].[H-].[H-].[OH-].[Na+]. The catalyst is O1CCCC1.O.C(N(CC)CC)C. (2) The reactants are C(N(CC)C(C)C)(C)C.[CH3:10][C:11]1[CH:20]=[CH:19][C:18]2[C:13](=[CH:14][CH:15]=[CH:16][C:17]=2[N:21]2[CH2:26][CH2:25][N:24]([CH2:27][CH2:28][C:29]3[CH:30]=[C:31]([CH:33]=[CH:34][CH:35]=3)N)[CH2:23][CH2:22]2)[N:12]=1.CS(OCCC1C=CC=C([I:49])C=1)(=O)=O. The catalyst is CN(C)C=O. The product is [I:49][C:31]1[CH:30]=[C:29]([CH2:28][CH2:27][N:24]2[CH2:23][CH2:22][N:21]([C:17]3[CH:16]=[CH:15][CH:14]=[C:13]4[C:18]=3[CH:19]=[CH:20][C:11]([CH3:10])=[N:12]4)[CH2:26][CH2:25]2)[CH:35]=[CH:34][CH:33]=1. The yield is 0.600. (3) The reactants are [F:1][C:2]1[CH:27]=[CH:26][C:25]([F:28])=[CH:24][C:3]=1[CH2:4][N:5]1[CH2:10][CH2:9][NH:8][C:7]2[N:11]=[CH:12][C:13]([C:15]3[CH:23]=[CH:22][C:18]([C:19](O)=[O:20])=[CH:17][CH:16]=3)=[CH:14][C:6]1=2.[NH:29]1[CH2:33][CH2:32][CH2:31][C@H:30]1[CH2:34][N:35]1[CH2:39][CH2:38][CH2:37][CH2:36]1. No catalyst specified. The product is [F:1][C:2]1[CH:27]=[CH:26][C:25]([F:28])=[CH:24][C:3]=1[CH2:4][N:5]1[CH2:10][CH2:9][NH:8][C:7]2[N:11]=[CH:12][C:13]([C:15]3[CH:23]=[CH:22][C:18]([C:19]([N:29]4[CH2:33][CH2:32][CH2:31][C@H:30]4[CH2:34][N:35]4[CH2:39][CH2:38][CH2:37][CH2:36]4)=[O:20])=[CH:17][CH:16]=3)=[CH:14][C:6]1=2. The yield is 0.530. (4) The reactants are [Br:1][C:2]1[C:3]([O:12][C:13]2[CH:18]=[CH:17][CH:16]=[C:15]([CH3:19])[C:14]=2[CH3:20])=[C:4]([CH:8]=[C:9]([CH3:11])[CH:10]=1)[C:5]([OH:7])=O.S(=O)(=O)(O)O. The catalyst is CCOC(C)=O.CO. The product is [Br:1][C:2]1[C:3]2[O:12][C:13]3[C:18](=[CH:17][CH:16]=[C:15]([CH3:19])[C:14]=3[CH3:20])[C:5](=[O:7])[C:4]=2[CH:8]=[C:9]([CH3:11])[CH:10]=1. The yield is 0.910. (5) The product is [CH3:18][N:17]([CH3:19])[C@H:14]1[C:15]2[C:11](=[CH:10][CH:9]=[C:8]([C:25]3[C:24]([CH3:37])=[N:23][N:22]([CH3:21])[C:26]=3[CH3:27])[CH:16]=2)[CH2:12][CH2:13]1. The catalyst is COCCOC.C1C=CC([P]([Pd]([P](C2C=CC=CC=2)(C2C=CC=CC=2)C2C=CC=CC=2)([P](C2C=CC=CC=2)(C2C=CC=CC=2)C2C=CC=CC=2)[P](C2C=CC=CC=2)(C2C=CC=CC=2)C2C=CC=CC=2)(C2C=CC=CC=2)C2C=CC=CC=2)=CC=1. The yield is 0.520. The reactants are C([O-])([O-])=O.[K+].[K+].Br[C:8]1[CH:16]=[C:15]2[C:11]([CH2:12][CH2:13][C@H:14]2[N:17]([CH3:19])[CH3:18])=[CH:10][CH:9]=1.O.[CH3:21][N:22]1[C:26]([CH3:27])=[C:25](B2OC(C)(C)C(C)(C)O2)[C:24]([CH3:37])=[N:23]1.